This data is from Catalyst prediction with 721,799 reactions and 888 catalyst types from USPTO. The task is: Predict which catalyst facilitates the given reaction. (1) Reactant: [Br:1][C:2]1[C:10]2[S:9][CH2:8][C:7](=[O:11])[C:6]=2[CH:5]=[CH:4][CH:3]=1.[F:12][C:13]([F:23])([F:22])[C:14]1[CH:15]=[C:16]([CH:19]=[CH:20][CH:21]=1)[CH:17]=O.N1CCCCC1. Product: [Br:1][C:2]1[C:10]2[S:9][C:8](=[CH:17][C:16]3[CH:19]=[CH:20][CH:21]=[C:14]([C:13]([F:12])([F:22])[F:23])[CH:15]=3)[C:7](=[O:11])[C:6]=2[CH:5]=[CH:4][CH:3]=1. The catalyst class is: 11. (2) Reactant: O1CCCC1.[Br:6][C:7]1[CH:8]=[C:9]([NH:13][C:14](=O)[CH2:15][CH2:16][N:17]2[CH2:21][CH2:20][CH2:19][CH2:18]2)[CH:10]=[CH:11][CH:12]=1. Product: [Br:6][C:7]1[CH:8]=[C:9]([NH:13][CH2:14][CH2:15][CH2:16][N:17]2[CH2:21][CH2:20][CH2:19][CH2:18]2)[CH:10]=[CH:11][CH:12]=1. The catalyst class is: 5. (3) Reactant: [C:1]([O:5][C:6]([N:8]1[CH2:11][CH2:10][C@H:9]1[C:12](=[O:36])[NH:13][C:14]1[CH:15]=[C:16]([C:25]2[CH:30]=[CH:29][C:28]([C:31]([O:33]CC)=[O:32])=[CH:27][CH:26]=2)[C:17]([O:20][C:21]([F:24])([F:23])[F:22])=[CH:18][CH:19]=1)=[O:7])([CH3:4])([CH3:3])[CH3:2]. Product: [C:1]([O:5][C:6]([N:8]1[CH2:11][CH2:10][C@H:9]1[C:12](=[O:36])[NH:13][C:14]1[CH:15]=[C:16]([C:25]2[CH:30]=[CH:29][C:28]([C:31]([OH:33])=[O:32])=[CH:27][CH:26]=2)[C:17]([O:20][C:21]([F:24])([F:22])[F:23])=[CH:18][CH:19]=1)=[O:7])([CH3:4])([CH3:2])[CH3:3]. The catalyst class is: 494. (4) Reactant: [CH3:1][CH:2]([OH:5])[CH2:3][NH2:4].[C:6](O[C:6]([O:8][C:9]([CH3:12])([CH3:11])[CH3:10])=[O:7])([O:8][C:9]([CH3:12])([CH3:11])[CH3:10])=[O:7]. Product: [C:9]([O:8][C:6](=[O:7])[NH:4][CH2:3][CH:2]([OH:5])[CH3:1])([CH3:12])([CH3:11])[CH3:10]. The catalyst class is: 7. (5) Reactant: [N:1]1([CH2:10][CH2:11][CH2:12][CH2:13][CH2:14][CH2:15][CH2:16][CH2:17][NH:18][C:19](=[O:41])[C:20]2[CH:25]=[C:24]([C:26]3[CH:31]=[CH:30][CH:29]=[C:28]([Cl:32])[CH:27]=3)[C:23]([OH:33])=[C:22]([C:34]3[CH:39]=[CH:38][CH:37]=[C:36]([Cl:40])[CH:35]=3)[CH:21]=2)[C:9]2[C:4](=[CH:5][CH:6]=[CH:7][CH:8]=2)[CH:3]=[CH:2]1.C([O-])([O-])=O.[K+].[K+].[CH2:48]([O:50][C:51](=[O:57])[CH2:52][CH2:53][CH2:54][CH2:55]Br)[CH3:49].O. Product: [Cl:32][C:28]1[CH:27]=[C:26]([C:24]2[CH:25]=[C:20]([C:19](=[O:41])[NH:18][CH2:17][CH2:16][CH2:15][CH2:14][CH2:13][CH2:12][CH2:11][CH2:10][N:1]3[C:9]4[C:4](=[CH:5][CH:6]=[CH:7][CH:8]=4)[CH:3]=[CH:2]3)[CH:21]=[C:22]([C:34]3[CH:39]=[CH:38][CH:37]=[C:36]([Cl:40])[CH:35]=3)[C:23]=2[O:33][CH2:55][CH2:54][CH2:53][CH2:52][C:51]([O:50][CH2:48][CH3:49])=[O:57])[CH:31]=[CH:30][CH:29]=1. The catalyst class is: 3.